This data is from Reaction yield outcomes from USPTO patents with 853,638 reactions. The task is: Predict the reaction yield, written as a fraction of the theoretical maximum amount of product (1.0 means a 100% yield; for example, 0.34 means a 34% yield). (1) The reactants are [F:1][C:2]1([F:17])[CH2:7][CH2:6][N:5]([C:8]2[CH:13]=[CH:12][C:11]([N+:14]([O-])=O)=[CH:10][N:9]=2)[CH2:4][CH2:3]1.C1COCC1.CN(C=O)C. The catalyst is [Ni].O. The product is [F:17][C:2]1([F:1])[CH2:7][CH2:6][N:5]([C:8]2[N:9]=[CH:10][C:11]([NH2:14])=[CH:12][CH:13]=2)[CH2:4][CH2:3]1. The yield is 0.850. (2) The reactants are C(O[C:6](=O)[N:7]([C@H:9]([C:11](=[O:47])[NH:12][C@@H:13]1[C:19](=[O:20])[N:18]([CH2:21][C:22]2[C:31]3[C:26](=[CH:27][C:28]([Br:32])=[CH:29][CH:30]=3)[CH:25]=[CH:24][C:23]=2[O:33][CH3:34])[C:17]2[CH:35]=[CH:36][CH:37]=[CH:38][C:16]=2[N:15]([C:39]([C:41]2[CH:46]=[CH:45][CH:44]=[CH:43][N:42]=2)=[O:40])[CH2:14]1)[CH3:10])C)(C)(C)C.[ClH:49]. The catalyst is CO.CCOCC. The product is [ClH:49].[Br:32][C:28]1[CH:27]=[C:26]2[C:31](=[CH:30][CH:29]=1)[C:22]([CH2:21][N:18]1[C:19](=[O:20])[C@@H:13]([NH:12][C:11](=[O:47])[C@@H:9]([NH:7][CH3:6])[CH3:10])[CH2:14][N:15]([C:39]([C:41]3[CH:46]=[CH:45][CH:44]=[CH:43][N:42]=3)=[O:40])[C:16]3[CH:38]=[CH:37][CH:36]=[CH:35][C:17]1=3)=[C:23]([O:33][CH3:34])[CH:24]=[CH:25]2. The yield is 0.810. (3) The product is [F:18][C:15]1[CH:16]=[CH:17][C:12]([N:8]2[C:9]3[C:4](=[CH:3][C:2]([CH:23]=[CH2:24])=[CH:11][CH:10]=3)[C:5](=[O:22])[C:6]([C:19]([NH2:21])=[O:20])=[CH:7]2)=[CH:13][CH:14]=1. The yield is 1.00. The catalyst is C(O)CC.C1C=CC(P(C2C=CC=CC=2)[C-]2C=CC=C2)=CC=1.C1C=CC(P(C2C=CC=CC=2)[C-]2C=CC=C2)=CC=1.Cl[Pd]Cl.[Fe+2]. The reactants are Br[C:2]1[CH:3]=[C:4]2[C:9](=[CH:10][CH:11]=1)[N:8]([C:12]1[CH:17]=[CH:16][C:15]([F:18])=[CH:14][CH:13]=1)[CH:7]=[C:6]([C:19]([NH2:21])=[O:20])[C:5]2=[O:22].[CH2:23](N(CC)CC)[CH3:24].C(Cl)Cl.C([B-](F)(F)F)=C.[K+]. (4) The reactants are [CH:1]1([CH2:7][C@H:8]([NH:12][C:13](=[O:19])[O:14][C:15]([CH3:18])([CH3:17])[CH3:16])[C@H:9]([OH:11])[CH3:10])[CH2:6][CH2:5][CH2:4][CH2:3][CH2:2]1.CCN(CC)CC.[CH3:27][S:28](Cl)(=[O:30])=[O:29].O. The catalyst is C(Cl)Cl. The product is [CH:1]1([CH2:7][C@H:8]([NH:12][C:13](=[O:19])[O:14][C:15]([CH3:18])([CH3:17])[CH3:16])[C@H:9]([O:11][S:28]([CH3:27])(=[O:30])=[O:29])[CH3:10])[CH2:2][CH2:3][CH2:4][CH2:5][CH2:6]1. The yield is 0.810. (5) The reactants are [NH2:1][C:2]1[S:3][CH:4]=[C:5]([CH2:11][O:12][CH2:13][O:14][CH3:15])[C:6]=1[S:7]([NH2:10])(=[O:9])=[O:8].[CH2:16]([O:18][C:19](=[O:28])[CH:20]=[C:21](OCC)OCC)[CH3:17].C(N(CC)CC)C. The catalyst is CN(C)C=O.C(OCC)(=O)C. The product is [CH2:16]([O:18][C:19](=[O:28])[CH2:20][C:21]1[NH:1][C:2]2[S:3][CH:4]=[C:5]([CH2:11][O:12][CH2:13][O:14][CH3:15])[C:6]=2[S:7](=[O:8])(=[O:9])[N:10]=1)[CH3:17]. The yield is 0.520. (6) The yield is 0.760. The reactants are [N+:1]([C:4]1[CH:9]=[CH:8][N:7]=[CH:6][C:5]=1[C:10]1[CH:11]=[CH:12][CH:13]=[C:14]2[C:18]=1[NH:17][CH:16]=[C:15]2[C:19]1[CH:24]=[CH:23][CH:22]=[CH:21][CH:20]=1)([O-:3])=[O:2].[H-].[Na+].Cl[C:28]1[N:33]=[C:32]([C:34]2[CH:39]=[CH:38][CH:37]=[CH:36][CH:35]=2)[N:31]=[C:30]([C:40]2[CH:45]=[CH:44][CH:43]=[CH:42][CH:41]=2)[N:29]=1. The catalyst is CN(C=O)C. The product is [C:40]1([C:30]2[N:31]=[C:32]([C:34]3[CH:35]=[CH:36][CH:37]=[CH:38][CH:39]=3)[N:33]=[C:28]([N:17]3[C:18]4[C:14](=[CH:13][CH:12]=[CH:11][C:10]=4[C:5]4[CH:6]=[N:7][CH:8]=[CH:9][C:4]=4[N+:1]([O-:3])=[O:2])[C:15]([C:19]4[CH:20]=[CH:21][CH:22]=[CH:23][CH:24]=4)=[CH:16]3)[N:29]=2)[CH:45]=[CH:44][CH:43]=[CH:42][CH:41]=1. (7) The reactants are [OH:1][C:2]1[C:10]2[N:9]=[C:8]([CH3:11])[N:7]([CH3:12])[C:6]=2[CH:5]=[C:4]([C:13]([O:15][CH3:16])=[O:14])[CH:3]=1.[CH3:17][C:18]1[CH:25]=[CH:24][CH:23]=[C:22]([CH3:26])[C:19]=1[CH2:20]Cl.[H-].[Na+].[Cl-].[NH4+]. The catalyst is CN(C)C=O.O. The product is [CH3:17][C:18]1[CH:25]=[CH:24][CH:23]=[C:22]([CH3:26])[C:19]=1[CH2:20][O:1][C:2]1[C:10]2[N:9]=[C:8]([CH3:11])[N:7]([CH3:12])[C:6]=2[CH:5]=[C:4]([C:13]([O:15][CH3:16])=[O:14])[CH:3]=1. The yield is 0.730. (8) The reactants are I[C:2]1[C:10]2[C:5](=[N:6][CH:7]=[C:8]([C:11]3[CH:12]=[C:13]([O:17]S(C4C=CC(C)=CC=4)(=O)=O)[CH:14]=[CH:15][CH:16]=3)[CH:9]=2)[N:4](S(C2C=CC(C)=CC=2)(=O)=O)[CH:3]=1.[K].C(=O)([O-])[O-].[C:43]1([SH:49])[CH:48]=[CH:47][CH:46]=[CH:45][CH:44]=1.C(O)CO.[OH-].[K+].Cl. The catalyst is [Cu]I.C(O)(C)C. The product is [C:43]1([S:49][C:2]2[C:10]3[C:5](=[N:6][CH:7]=[C:8]([C:11]4[CH:12]=[C:13]([OH:17])[CH:14]=[CH:15][CH:16]=4)[CH:9]=3)[NH:4][CH:3]=2)[CH:48]=[CH:47][CH:46]=[CH:45][CH:44]=1. The yield is 0.170. (9) The reactants are C[O:2][C:3]1[CH:4]=[CH:5][CH:6]=[C:7]2[C:12]=1[CH2:11][NH:10][CH2:9][CH2:8]2.Br. No catalyst specified. The product is [CH2:11]1[C:12]2[C:7](=[CH:6][CH:5]=[CH:4][C:3]=2[OH:2])[CH2:8][CH2:9][NH:10]1. The yield is 0.800.